This data is from Forward reaction prediction with 1.9M reactions from USPTO patents (1976-2016). The task is: Predict the product of the given reaction. (1) Given the reactants [I:1][C:2]1[N:7]([CH2:8][CH2:9][O:10][CH3:11])[C:6](=[S:12])[NH:5][C:4](=[O:13])[CH:3]=1.[CH:14](N(C(C)C)CC)(C)C.IC, predict the reaction product. The product is: [I:1][C:2]1[N:7]([CH2:8][CH2:9][O:10][CH3:11])[C:6]([S:12][CH3:14])=[N:5][C:4](=[O:13])[CH:3]=1. (2) Given the reactants Cl.[NH2:2][C@@H:3]1[C@@H:8]([OH:9])[C@H:7]([CH2:10][C:11]2[CH:16]=[C:15]([O:17][C@@:18]([CH3:25])(OC)[C:19]([F:22])([F:21])[F:20])[C:14]([N+:26]([O-:28])=[O:27])=[C:13]([F:29])[CH:12]=2)[CH2:6][S:5][CH2:4]1.C[C:31]([O-:33])=O.[Na+].[C:35]([C:39]1[CH:40]=[C:41]([CH:44]=[CH:45][CH:46]=1)[CH:42]=O)([CH3:38])([CH3:37])[CH3:36].[BH3-]C#N.[Na+], predict the reaction product. The product is: [C:35]([C:39]1[CH:40]=[C:41]([CH:44]=[CH:45][CH:46]=1)[CH2:42][NH:2][C@@H:3]1[C@@H:8]([OH:9])[C@H:7]([CH2:10][C:11]2[CH:16]=[C:15]([O:17][C@H:18]([CH2:25][O:33][CH3:31])[C:19]([F:22])([F:20])[F:21])[C:14]([N+:26]([O-:28])=[O:27])=[C:13]([F:29])[CH:12]=2)[CH2:6][S:5][CH2:4]1)([CH3:38])([CH3:36])[CH3:37]. (3) Given the reactants [NH2:1][C:2]1[CH:7]=[CH:6][C:5]([N:8]2[CH2:13][CH2:12][N:11]([C:14](=[O:16])[CH3:15])[CH2:10][CH2:9]2)=[CH:4][C:3]=1[CH2:17][O:18][CH3:19].[C:20](O)(=[O:22])[CH3:21], predict the reaction product. The product is: [C:14]([N:11]1[CH2:12][CH2:13][N:8]([C:5]2[CH:6]=[CH:7][C:2]([NH:1][C:20](=[O:22])[CH3:21])=[C:3]([CH2:17][O:18][CH3:19])[CH:4]=2)[CH2:9][CH2:10]1)(=[O:16])[CH3:15]. (4) The product is: [NH2:10][C:11]1[CH:12]=[CH:13][C:14]([C:17]2[C:18]([F:27])=[C:19]([F:26])[C:20]([CH2:1][CH2:2][CH2:3][CH2:4][CH2:5][CH2:6][CH2:7][CH3:8])=[C:21]([F:24])[C:22]=2[F:23])=[CH:15][CH:16]=1. Given the reactants [CH2:1]([Li])[CH2:2][CH2:3][CH2:4][CH2:5][CH2:6][CH2:7][CH3:8].[NH2:10][C:11]1[CH:16]=[CH:15][C:14]([C:17]2[C:22]([F:23])=[C:21]([F:24])[C:20](F)=[C:19]([F:26])[C:18]=2[F:27])=[CH:13][CH:12]=1.Cl, predict the reaction product. (5) Given the reactants [I:1][C:2]1[CH:7]=[CH:6][CH:5]=[CH:4][C:3]=1[CH2:8][C:9]([OH:11])=O.O[N:13]1C2C=CC=CC=2N=N1.CCN=C=NCCCN(C)C.Cl.C(N(CC)C(C)C)(C)C.C(=O)([O-])[O-].[NH4+].[NH4+], predict the reaction product. The product is: [I:1][C:2]1[CH:7]=[CH:6][CH:5]=[CH:4][C:3]=1[CH2:8][C:9]([NH2:13])=[O:11]. (6) The product is: [CH3:25][O:26][C:27](=[O:34])[CH2:28][CH2:29][CH2:30][CH2:31][CH2:1][O:2][C:3]1[CH:4]=[CH:5][C:6]2[N:10]=[C:9]([C:11]3[CH:12]=[CH:13][CH:14]=[CH:15][CH:16]=3)[N:8]([C:17]3[CH:22]=[CH:21][CH:20]=[CH:19][C:18]=3[CH3:23])[C:7]=2[CH:24]=1. Given the reactants [CH3:1][O:2][C:3]1[CH:4]=[CH:5][C:6]2[N:10]=[C:9]([C:11]3[CH:16]=[CH:15][CH:14]=[CH:13][CH:12]=3)[N:8]([C:17]3[CH:22]=[CH:21][CH:20]=[CH:19][C:18]=3[CH3:23])[C:7]=2[CH:24]=1.[CH3:25][O:26][C:27](=[O:34])[CH2:28][CH2:29][CH2:30][CH2:31]CBr, predict the reaction product. (7) The product is: [Cl:84][C:6]1[CH:5]=[CH:4][CH:3]=[CH:2][N:12]=1.[C:2](=[O:1])([O-:16])[O-:11].[Cs+:82].[Cs+:82].[Cl:20][C:4]1[C:5]([O:11][CH:55]2[CH2:32][CH2:33]2)=[CH:6][CH:7]=[CH:2][N:12]=1. Given the reactants [OH:1][C:2]1[CH:7]=[CH:6][C:5](B(O)O)=[CH:4][CH:3]=1.[OH-:11].[NH4+:12].FC(F)(F)C(O)=[O:16].[Cl:20]C1C(I)=CC=CN=1.N1CCC1.[C:32]1([C:55]2C3C(=CC=CC=3)C=CC=2P(C2C=CC=CC=2)C2C=CC=CC=2)C2C(=CC=CC=2)C=C[C:33]=1P(C1C=CC=CC=1)C1C=CC=CC=1.C(=O)([O-])[O-].[Cs+:82].[Cs+].[Cl:84]C1C(O)=CC=CN=1.BrC1CC1, predict the reaction product.